Dataset: Full USPTO retrosynthesis dataset with 1.9M reactions from patents (1976-2016). Task: Predict the reactants needed to synthesize the given product. (1) The reactants are: [O:1]1[CH:5]=[CH:4][CH:3]=[C:2]1B(O)O.C(=O)([O-])[O-].[Na+].[Na+].Br[C:16]1[CH:17]=[C:18]2[C:22](=[CH:23][CH:24]=1)[N:21]([CH3:25])[C:20]([C:26]1[CH:31]=[CH:30][C:29]([Cl:32])=[CH:28][CH:27]=1)=[C:19]2[CH2:33][CH2:34][C:35]([N:37]1[CH2:42][CH2:41][C:40]([CH2:44][C:45]2[CH:50]=[CH:49][CH:48]=[CH:47][CH:46]=2)([OH:43])[CH2:39][CH2:38]1)=[O:36]. Given the product [Cl:32][C:29]1[CH:30]=[CH:31][C:26]([C:20]2[N:21]([CH3:25])[C:22]3[C:18]([C:19]=2[CH2:33][CH2:34][C:35]([N:37]2[CH2:38][CH2:39][C:40]([CH2:44][C:45]4[CH:46]=[CH:47][CH:48]=[CH:49][CH:50]=4)([OH:43])[CH2:41][CH2:42]2)=[O:36])=[CH:17][C:16]([C:2]2[O:1][CH:5]=[CH:4][CH:3]=2)=[CH:24][CH:23]=3)=[CH:27][CH:28]=1, predict the reactants needed to synthesize it. (2) Given the product [F:1][C:2]1[CH:3]=[C:4]2[C:9](=[CH:10][CH:11]=1)[N:8]=[CH:7][CH:6]=[C:5]2[N:12]1[CH2:13][CH2:14][C:15]([CH2:19][C:20]([NH:47][C:42]2([CH3:56])[CH2:41][CH2:46][CH2:45][CH2:44][CH2:43]2)=[O:22])([CH3:18])[CH2:16][CH2:17]1, predict the reactants needed to synthesize it. The reactants are: [F:1][C:2]1[CH:3]=[C:4]2[C:9](=[CH:10][CH:11]=1)[N:8]=[CH:7][CH:6]=[C:5]2[N:12]1[CH2:17][CH2:16][C:15]([CH2:19][C:20]([OH:22])=O)([CH3:18])[CH2:14][CH2:13]1.C1CN([P+](ON2N=[N:47][C:42]3[CH:43]=[CH:44][CH:45]=[CH:46][C:41]2=3)(N2CCCC2)N2CCCC2)CC1.F[P-](F)(F)(F)(F)F.[CH3:56]CN(C(C)C)C(C)C.